Dataset: Reaction yield outcomes from USPTO patents with 853,638 reactions. Task: Predict the reaction yield, written as a fraction of the theoretical maximum amount of product (1.0 means a 100% yield; for example, 0.34 means a 34% yield). (1) The reactants are [Br:1][C:2]1[CH:3]=[C:4]([NH:13][CH:14]2[CH2:19][CH2:18][O:17][CH2:16][CH2:15]2)[C:5]([CH3:12])=[C:6]([CH:11]=1)[C:7]([O:9][CH3:10])=[O:8].[CH:20](=O)[CH3:21].C(O)(=O)C.C(O[BH-](OC(=O)C)OC(=O)C)(=O)C.[Na+]. The catalyst is ClC(Cl)C. The product is [Br:1][C:2]1[CH:3]=[C:4]([N:13]([CH2:20][CH3:21])[CH:14]2[CH2:19][CH2:18][O:17][CH2:16][CH2:15]2)[C:5]([CH3:12])=[C:6]([CH:11]=1)[C:7]([O:9][CH3:10])=[O:8]. The yield is 0.930. (2) The reactants are [N+:1]([C:4]1[CH:5]=[C:6]2[C:11](=[O:12])[O:10][C:8](=O)[C:7]2=[CH:13][CH:14]=1)([O-:3])=[O:2].Cl.[NH2:16][CH:17]1[CH2:23][CH2:22][C:21](=[O:24])[NH:20][C:18]1=[O:19].C([O-])(=O)C.[Na+]. The catalyst is C(O)(=O)C. The product is [O:10]=[C:8]1[C:7]2[C:6](=[CH:5][C:4]([N+:1]([O-:3])=[O:2])=[CH:14][CH:13]=2)[C:11](=[O:12])[N:16]1[CH:17]1[CH2:23][CH2:22][C:21](=[O:24])[NH:20][C:18]1=[O:19]. The yield is 0.540. (3) The reactants are [F:1][C:2]1[CH:3]=[CH:4][C:5]([CH3:26])=[C:6]([C:8]2[CH:17]=[C:16]3[C:11]([CH:12]=[C:13]([NH:18][C:19]([CH:21]4[CH2:23][CH2:22]4)=[O:20])[N:14]=[CH:15]3)=[C:10]([CH:24]=O)[N:9]=2)[CH:7]=1.[CH3:27][NH:28][CH3:29].O1CCCC1.C(O[BH-](OC(=O)C)OC(=O)C)(=O)C.[Na+]. The catalyst is C(Cl)Cl.C(OCC)(=O)C. The product is [CH3:27][N:28]([CH2:24][C:10]1[N:9]=[C:8]([C:6]2[CH:7]=[C:2]([F:1])[CH:3]=[CH:4][C:5]=2[CH3:26])[CH:17]=[C:16]2[C:11]=1[CH:12]=[C:13]([NH:18][C:19]([CH:21]1[CH2:22][CH2:23]1)=[O:20])[N:14]=[CH:15]2)[CH3:29]. The yield is 0.700. (4) The reactants are [Br:1][C:2]1[S:6][C:5]([N:7]2[CH2:12][CH:11]([CH3:13])[NH:10][CH:9]([CH3:14])[CH2:8]2)=[N:4][CH:3]=1.[CH3:15][O:16][C:17](=[O:20])[CH2:18]Br.C(=O)([O-])[O-].[K+].[K+].CN(C)C=O. The catalyst is O. The product is [CH3:15][O:16][C:17](=[O:20])[CH2:18][N:10]1[CH:11]([CH3:13])[CH2:12][N:7]([C:5]2[S:6][C:2]([Br:1])=[CH:3][N:4]=2)[CH2:8][CH:9]1[CH3:14]. The yield is 0.740. (5) The reactants are [C:1]([O:5][C:6]([NH:8][C@H:9]([CH2:30][C:31]1[CH:36]=[CH:35][C:34]([Cl:37])=[CH:33][CH:32]=1)[C:10]([N:12]1[CH2:17][CH2:16][N:15]([C:18]2[C:23]([C:24](O)=[O:25])=[CH:22][N:21]=[C:20]3[NH:27][CH:28]=[CH:29][C:19]=23)[CH2:14][CH2:13]1)=[O:11])=[O:7])([CH3:4])([CH3:3])[CH3:2].CC[N:40](C(C)C)C(C)C.CN(C(ON1N=NC2C=CC=CC1=2)=[N+](C)C)C.F[P-](F)(F)(F)(F)F. The catalyst is CN(C=O)C. The product is [C:24]([C:23]1[C:18]([N:15]2[CH2:14][CH2:13][N:12]([C:10](=[O:11])[C@H:9]([NH:8][C:6](=[O:7])[O:5][C:1]([CH3:4])([CH3:2])[CH3:3])[CH2:30][C:31]3[CH:36]=[CH:35][C:34]([Cl:37])=[CH:33][CH:32]=3)[CH2:17][CH2:16]2)=[C:19]2[CH:29]=[CH:28][NH:27][C:20]2=[N:21][CH:22]=1)(=[O:25])[NH2:40]. The yield is 0.601. (6) The reactants are [CH2:1]([NH:7][C:8]([N:10]1[CH:15]=[C:14]([C:16]2[CH:21]=[CH:20][CH:19]=[CH:18][CH:17]=2)[C:13](=[O:22])[NH:12][C:11]1=[O:23])=[O:9])[CH2:2][CH2:3][CH2:4][CH2:5][CH3:6].Cl[C:25]([O:27][CH2:28][CH:29]([CH3:31])[CH3:30])=[O:26]. No catalyst specified. The product is [CH2:1]([NH:7][C:8]([N:10]1[CH:15]=[C:14]([C:16]2[CH:17]=[CH:18][CH:19]=[CH:20][CH:21]=2)[C:13](=[O:22])[N:12]([C:25]([O:27][CH2:28][CH:29]([CH3:31])[CH3:30])=[O:26])[C:11]1=[O:23])=[O:9])[CH2:2][CH2:3][CH2:4][CH2:5][CH3:6]. The yield is 0.390.